From a dataset of Catalyst prediction with 721,799 reactions and 888 catalyst types from USPTO. Predict which catalyst facilitates the given reaction. (1) Reactant: [CH:1]1([CH2:4][O:5][C:6]2[C:11]([F:12])=[CH:10][CH:9]=[CH:8][C:7]=2[C@:13]([C@@H:21]2[CH2:26][CH2:25][CH2:24][N:23](C(OC(C)(C)C)=O)[CH2:22]2)([OH:20])[CH2:14][CH2:15][CH2:16][CH2:17][O:18][CH3:19])[CH2:3][CH2:2]1.C([O-])(O)=O.[Na+]. Product: [CH:1]1([CH2:4][O:5][C:6]2[C:11]([F:12])=[CH:10][CH:9]=[CH:8][C:7]=2[C@:13]([C@@H:21]2[CH2:26][CH2:25][CH2:24][NH:23][CH2:22]2)([OH:20])[CH2:14][CH2:15][CH2:16][CH2:17][O:18][CH3:19])[CH2:3][CH2:2]1. The catalyst class is: 137. (2) Reactant: OC1C=C([N:8]2[C:17](=[O:18])[C:16]3[C:11](=[CH:12][CH:13]=[CH:14][C:15]=3[CH3:19])[N:10]=[C:9]2[CH:20]([NH:22][C:23]2[N:31]=[CH:30][N:29]=[C:28]3[C:24]=2[N:25]=[CH:26][N:27]3COCC[Si](C)(C)C)[CH3:21])C=CC=1.Br[CH2:41][C:42]([NH2:44])=[O:43].Cl.[OH:46][C:47]1[CH:48]=[C:49](N2C(=O)C3C(=CC=CC=3C)N=C2C(NC2N=CN=C3C=2N=CN3)C)[CH:50]=[CH:51][CH:52]=1. Product: [CH3:19][C:15]1[CH:14]=[CH:13][CH:12]=[C:11]2[C:16]=1[C:17](=[O:18])[N:8]([CH:41]([O:46][C:47]1[CH:48]=[CH:49][CH:50]=[CH:51][CH:52]=1)[C:42]([NH2:44])=[O:43])[C:9]([CH:20]([NH:22][C:23]1[N:31]=[CH:30][N:29]=[C:28]3[C:24]=1[N:25]=[CH:26][NH:27]3)[CH3:21])=[N:10]2. The catalyst class is: 881.